Dataset: Forward reaction prediction with 1.9M reactions from USPTO patents (1976-2016). Task: Predict the product of the given reaction. (1) Given the reactants CO[C:3](=[O:17])[C:4]([S:7][C:8]1[CH:13]=[C:12]([Cl:14])[CH:11]=[CH:10][C:9]=1[O:15]C)([CH3:6])[CH3:5].Br, predict the reaction product. The product is: [Cl:14][C:12]1[CH:11]=[CH:10][C:9]2[O:15][C:3](=[O:17])[C:4]([CH3:5])([CH3:6])[S:7][C:8]=2[CH:13]=1. (2) Given the reactants FC(F)(F)C(O)=[O:4].[C:8]([C:10]1[C:14]([S:15][C:16]([F:19])([F:18])[F:17])=[C:13]([CH2:20][F:21])[N:12]([C:22]2[C:27]([Cl:28])=[CH:26][C:25]([C:29]([F:32])([F:31])[F:30])=[CH:24][C:23]=2[Cl:33])[N:11]=1)#[N:9], predict the reaction product. The product is: [C:8]([C:10]1[C:14]([S:15]([C:16]([F:18])([F:17])[F:19])=[O:4])=[C:13]([CH2:20][F:21])[N:12]([C:22]2[C:27]([Cl:28])=[CH:26][C:25]([C:29]([F:32])([F:31])[F:30])=[CH:24][C:23]=2[Cl:33])[N:11]=1)#[N:9]. (3) Given the reactants [CH2:1]([N:8]1[CH2:13][CH2:12][NH:11][CH2:10][CH2:9]1)[C:2]1[CH:7]=[CH:6][CH:5]=[CH:4][CH:3]=1.Cl[C:15]1[CH:20]=[CH:19][C:18]([N+:21]([O-:23])=[O:22])=[CH:17][C:16]=1OC.[C:26]([O-])([O-])=[O:27].[K+].[K+].Cl, predict the reaction product. The product is: [CH2:1]([N:8]1[CH2:13][CH2:12][N:11]([C:15]2[CH:16]=[CH:17][C:18]([N+:21]([O-:23])=[O:22])=[C:19]([O:27][CH3:26])[CH:20]=2)[CH2:10][CH2:9]1)[C:2]1[CH:3]=[CH:4][CH:5]=[CH:6][CH:7]=1.